This data is from Full USPTO retrosynthesis dataset with 1.9M reactions from patents (1976-2016). The task is: Predict the reactants needed to synthesize the given product. (1) Given the product [Cl:14][C:7]1[N:6]=[C:5]([N:15]2[CH2:20][CH2:19][O:18][CH2:17][CH2:16]2)[C:4]2[C:9](=[C:10]([O:12][CH3:13])[CH:11]=[C:2]([C:40]3[C:39]([F:53])=[C:38]([NH:37][S:34]([C:28]4[C:27]([F:26])=[CH:32][CH:31]=[CH:30][C:29]=4[F:33])(=[O:35])=[O:36])[CH:43]=[CH:42][CH:41]=3)[CH:3]=2)[N:8]=1, predict the reactants needed to synthesize it. The reactants are: Br[C:2]1[CH:3]=[C:4]2[C:9](=[C:10]([O:12][CH3:13])[CH:11]=1)[N:8]=[C:7]([Cl:14])[N:6]=[C:5]2[N:15]1[CH2:20][CH2:19][O:18][CH2:17][CH2:16]1.CN(C)C=O.[F:26][C:27]1[CH:32]=[CH:31][CH:30]=[C:29]([F:33])[C:28]=1[S:34]([NH:37][C:38]1[CH:43]=[CH:42][CH:41]=[C:40](B2OC(C)(C)C(C)(C)O2)[C:39]=1[F:53])(=[O:36])=[O:35].C(=O)([O-])[O-].[Na+].[Na+]. (2) Given the product [C:9]([O:12][C:13](=[O:15])[NH:1][CH2:2][CH2:3][NH:4][CH2:5][CH2:6][NH:7][C:13]([O:12][C:9]([CH3:8])([CH3:10])[CH3:11])=[O:15])([CH3:11])([CH3:10])[CH3:8], predict the reactants needed to synthesize it. The reactants are: [NH2:1][CH2:2][CH2:3][NH:4][CH2:5][CH2:6][NH2:7].[CH3:8][C:9]([O:12][C:13]([O:15]N=C(C1C=CC=CC=1)C#N)=O)([CH3:11])[CH3:10]. (3) Given the product [Cl:18][C:15]1[N:14]=[CH:13][C:12]([C@@H:7]([N:21]2[CH2:25][CH2:24][C@H:23]([NH:26][C:27](=[O:33])[O:28][C:29]([CH3:31])([CH3:30])[CH3:32])[CH2:22]2)[C:8]([F:11])([F:10])[F:9])=[CH:17][CH:16]=1, predict the reactants needed to synthesize it. The reactants are: FC(F)(F)S(O[C@@H:7]([C:12]1[CH:13]=[N:14][C:15]([Cl:18])=[CH:16][CH:17]=1)[C:8]([F:11])([F:10])[F:9])(=O)=O.[NH:21]1[CH2:25][CH2:24][C@H:23]([NH:26][C:27](=[O:33])[O:28][C:29]([CH3:32])([CH3:31])[CH3:30])[CH2:22]1.C([O-])([O-])=O.[K+].[K+].O.